From a dataset of Full USPTO retrosynthesis dataset with 1.9M reactions from patents (1976-2016). Predict the reactants needed to synthesize the given product. (1) Given the product [Br:32][C:33]1[CH:38]=[N:37][CH:36]=[C:35]([CH:39]=[CH2:2])[CH:34]=1, predict the reactants needed to synthesize it. The reactants are: [Br-].[CH3:2]P(C1C=CC=CC=1)(C1C=CC=CC=1)C1C=CC=CC=1.C[Si](C)(C)N[Si](C)(C)C.[Na].[Br:32][C:33]1[CH:34]=[C:35]([CH:39]=O)[CH:36]=[N:37][CH:38]=1. (2) The reactants are: Cl.[O:2]1[CH2:7][CH2:6][N:5]([CH2:8][C:9]([OH:11])=O)[CH2:4][CH2:3]1.[CH2:12]([C@H:19]1[CH2:23][NH:22][C@H:21]([C:24]([NH:26][C:27]2[CH:32]=[CH:31][C:30]([O:33][C:34]3[CH:39]=[CH:38][C:37]([F:40])=[CH:36][CH:35]=3)=[CH:29][CH:28]=2)=[O:25])[CH2:20]1)[C:13]1[CH:18]=[CH:17][CH:16]=[CH:15][CH:14]=1. Given the product [CH2:12]([C@H:19]1[CH2:23][N:22]([C:9](=[O:11])[CH2:8][N:5]2[CH2:4][CH2:3][O:2][CH2:7][CH2:6]2)[C@H:21]([C:24]([NH:26][C:27]2[CH:32]=[CH:31][C:30]([O:33][C:34]3[CH:35]=[CH:36][C:37]([F:40])=[CH:38][CH:39]=3)=[CH:29][CH:28]=2)=[O:25])[CH2:20]1)[C:13]1[CH:14]=[CH:15][CH:16]=[CH:17][CH:18]=1, predict the reactants needed to synthesize it. (3) Given the product [Br:19][C:20]1[CH:25]=[CH:24][CH:23]=[C:22]([O:26][CH:10]2[CH2:11][CH2:12][CH2:13][CH2:14][CH2:15]2)[C:21]=1[Cl:27], predict the reactants needed to synthesize it. The reactants are: C1(O)CCCCC1.CN(C)[C:10]1[CH:11]=[C:12](CO)[CH:13]=[CH:14][CH:15]=1.[Br:19][C:20]1[C:21]([Cl:27])=[C:22]([OH:26])[CH:23]=[CH:24][CH:25]=1.CC1(C)C(C)(C)OB(C2C=NNC=2)O1. (4) The reactants are: [CH3:1][O:2][C:3]1[CH:8]=[CH:7][C:6]([C:9]2[N:10]=[C:11]([CH:22]3[CH2:27][CH2:26][N:25]([C:28]([O:30][C:31]([CH3:34])([CH3:33])[CH3:32])=[O:29])[CH2:24][CH2:23]3)[O:12][C:13]=2[C:14]2[CH:19]=[CH:18][C:17]([O:20][CH3:21])=[CH:16][CH:15]=2)=[CH:5][CH:4]=1.C([Li])CCC.CCCCCC.C1(C2[O:54]N2S(C2C=CC(C)=CC=2)(=O)=O)C=CC=CC=1.Cl. Given the product [CH3:1][O:2][C:3]1[CH:4]=[CH:5][C:6]([C:9]2[N:10]=[C:11]([C:22]3([OH:54])[CH2:27][CH2:26][N:25]([C:28]([O:30][C:31]([CH3:34])([CH3:33])[CH3:32])=[O:29])[CH2:24][CH2:23]3)[O:12][C:13]=2[C:14]2[CH:15]=[CH:16][C:17]([O:20][CH3:21])=[CH:18][CH:19]=2)=[CH:7][CH:8]=1, predict the reactants needed to synthesize it. (5) Given the product [NH2:24][C:22]1[CH:21]=[CH:20][C:3]([O:4][C:5]2[CH:19]=[CH:18][C:8]3[N:9]=[C:10]([NH:12][C:13]([CH:15]4[CH2:17][CH2:16]4)=[O:14])[S:11][C:7]=3[CH:6]=2)=[C:2]([F:1])[CH:23]=1, predict the reactants needed to synthesize it. The reactants are: [F:1][C:2]1[CH:23]=[C:22]([N+:24]([O-])=O)[CH:21]=[CH:20][C:3]=1[O:4][C:5]1[CH:19]=[CH:18][C:8]2[N:9]=[C:10]([NH:12][C:13]([CH:15]3[CH2:17][CH2:16]3)=[O:14])[S:11][C:7]=2[CH:6]=1.O.[Cl-].[NH4+]. (6) Given the product [CH2:1]([C:3]1[CH:8]=[C:7]([CH3:9])[CH:6]=[C:5]([CH2:10][CH3:11])[C:4]=1[CH:12]1[C:13](=[O:14])[N:15]2[CH2:23][CH2:22][O:21][CH2:27][CH2:26][N:18]2[C:16]1=[O:17])[CH3:2], predict the reactants needed to synthesize it. The reactants are: [CH2:1]([C:3]1[CH:8]=[C:7]([CH3:9])[CH:6]=[C:5]([CH2:10][CH3:11])[C:4]=1[CH:12]([C:16]([NH2:18])=[O:17])[C:13]([NH2:15])=[O:14])[CH3:2].Br.Br.[O:21]1[CH2:27][CH2:26]NN[CH2:23][CH2:22]1.C(N(CC)CC)C.Cl. (7) Given the product [CH2:1]([O:8][C:9]1[CH:18]=[C:17]2[C:12]([C:13]([NH:22][CH2:23][CH2:24][O:25][C:26]3[CH:31]=[CH:30][CH:29]=[CH:28][CH:27]=3)=[C:14]([NH2:19])[CH:15]=[N:16]2)=[CH:11][CH:10]=1)[C:2]1[CH:3]=[CH:4][CH:5]=[CH:6][CH:7]=1, predict the reactants needed to synthesize it. The reactants are: [CH2:1]([O:8][C:9]1[CH:18]=[C:17]2[C:12]([C:13]([NH:22][CH2:23][CH2:24][O:25][C:26]3[CH:31]=[CH:30][CH:29]=[CH:28][CH:27]=3)=[C:14]([N+:19]([O-])=O)[CH:15]=[N:16]2)=[CH:11][CH:10]=1)[C:2]1[CH:7]=[CH:6][CH:5]=[CH:4][CH:3]=1. (8) Given the product [C:21]([O:20][C:18]([NH:3][CH2:4][CH2:5][N:6]([CH2:7][C:2](=[O:1])[C:25]#[C:26][CH3:27])[C:8](=[O:9])[O:10][CH2:11][C:12]1[CH:17]=[CH:16][CH:15]=[CH:14][CH:13]=1)=[O:19])([CH3:24])([CH3:23])[CH3:22], predict the reactants needed to synthesize it. The reactants are: [O:1]=[C:2]1[CH2:7][N:6]([C:8]([O:10][CH2:11][C:12]2[CH:17]=[CH:16][CH:15]=[CH:14][CH:13]=2)=[O:9])[CH2:5][CH2:4][N:3]1[C:18]([O:20][C:21]([CH3:24])([CH3:23])[CH3:22])=[O:19].[C:25]([Mg]Br)#[C:26][CH3:27].[NH4+].[Cl-].